From a dataset of Catalyst prediction with 721,799 reactions and 888 catalyst types from USPTO. Predict which catalyst facilitates the given reaction. (1) The catalyst class is: 9. Product: [CH3:1][C:2]1[O:6][C:5]([C:7]2[CH:8]=[CH:9][C:10]([C:11]([NH:68][CH2:67][C:63]3[CH:62]=[N:61][CH:66]=[CH:65][CH:64]=3)=[O:13])=[CH:14][CH:15]=2)=[N:4][C:3]=1[CH2:16][S:17]([C:20]1[CH:25]=[CH:24][C:23]([CH2:26][N:27]2[CH2:28][CH2:29][O:30][CH2:31][CH2:32]2)=[CH:22][CH:21]=1)(=[O:18])=[O:19]. Reactant: [CH3:1][C:2]1[O:6][C:5]([C:7]2[CH:15]=[CH:14][C:10]([C:11]([OH:13])=O)=[CH:9][CH:8]=2)=[N:4][C:3]=1[CH2:16][S:17]([C:20]1[CH:25]=[CH:24][C:23]([CH2:26][N:27]2[CH2:32][CH2:31][O:30][CH2:29][CH2:28]2)=[CH:22][CH:21]=1)(=[O:19])=[O:18].CCN=C=NCCCN(C)C.C1C=CC2N(O)N=NC=2C=1.C(N(CC)CC)C.[N:61]1[CH:66]=[CH:65][CH:64]=[C:63]([CH2:67][NH2:68])[CH:62]=1. (2) Reactant: C[O:2][C:3](=[O:27])[C:4]1[CH:9]=[C:8]([C:10]#[C:11][C:12]2[CH:17]=[CH:16][C:15]([C:18](=[O:21])[NH:19][CH3:20])=[CH:14][CH:13]=2)[CH:7]=[CH:6][C:5]=1[O:22][C:23]([F:26])([F:25])[F:24].[OH-].[K+]. Product: [CH3:20][NH:19][C:18]([C:15]1[CH:14]=[CH:13][C:12]([C:11]#[C:10][C:8]2[CH:7]=[CH:6][C:5]([O:22][C:23]([F:24])([F:25])[F:26])=[C:4]([CH:9]=2)[C:3]([OH:27])=[O:2])=[CH:17][CH:16]=1)=[O:21]. The catalyst class is: 5. (3) Reactant: [Cl:1][C:2]1[CH:3]=[C:4]([CH:25]=[CH:26][CH:27]=1)[CH2:5][O:6][C:7]1[CH:16]=[C:15]2[C:10]([CH2:11][CH2:12][C:13](=[O:24])[N:14]2[C:17]([O:19][C:20]([CH3:23])([CH3:22])[CH3:21])=[O:18])=[CH:9][CH:8]=1.C[Si]([N-][Si](C)(C)C)(C)C.[Li+].Br[CH2:39][C:40]([O:42][CH2:43][CH3:44])=[O:41]. Product: [Cl:1][C:2]1[CH:3]=[C:4]([CH:25]=[CH:26][CH:27]=1)[CH2:5][O:6][C:7]1[CH:16]=[C:15]2[C:10]([CH2:11][CH:12]([CH2:39][C:40]([O:42][CH2:43][CH3:44])=[O:41])[C:13](=[O:24])[N:14]2[C:17]([O:19][C:20]([CH3:23])([CH3:21])[CH3:22])=[O:18])=[CH:9][CH:8]=1. The catalyst class is: 1. (4) The catalyst class is: 7. Reactant: [H-].[Li+].[Al+3].[H-].[H-].[H-].[F:7][C:8]1[CH:16]=[C:15]2[C:11]([C:12](/[CH:17]=[CH:18]/[N+:19]([O-])=O)=[CH:13][NH:14]2)=[CH:10][CH:9]=1.C(OCC)(=O)C. Product: [F:7][C:8]1[CH:16]=[C:15]2[C:11](=[CH:10][CH:9]=1)[C:12]([CH2:17][CH2:18][NH2:19])=[CH:13][NH:14]2. (5) Reactant: Cl[C:2]([O:4][CH3:5])=[O:3].[NH2:6][C:7]1[CH:8]=[CH:9][C:10]([Br:18])=[C:11]2[C:16]=1C(O)[CH2:14][CH2:13][CH2:12]2.C(=O)([O-])[O-].[K+].[K+]. Product: [Br:18][C:10]1[CH:9]=[CH:8][C:7]2[NH:6][C:2](=[O:3])[O:4][CH:5]3[CH2:14][CH2:13][CH2:12][C:11]=1[C:16]=23. The catalyst class is: 377.